The task is: Predict which catalyst facilitates the given reaction.. This data is from Catalyst prediction with 721,799 reactions and 888 catalyst types from USPTO. (1) Reactant: [Cl:1][C:2]1[CH:23]=[C:22]([Cl:24])[CH:21]=[CH:20][C:3]=1[CH2:4][NH:5][C:6]([C:8]1[C:9]([O:16][CH:17]([CH3:19])[CH3:18])=[N:10][N:11]([CH2:13][CH2:14][OH:15])[CH:12]=1)=[O:7].[CH2:25]([O:27][C:28]1[C:29](O)=[C:30]([CH2:34][C:35]([O:37]C)=[O:36])[CH:31]=[CH:32][CH:33]=1)[CH3:26].C(P(CCCC)CCCC)CCC.N(C(N1CCCCC1)=O)=NC(N1CCCCC1)=O. Product: [Cl:1][C:2]1[CH:23]=[C:22]([Cl:24])[CH:21]=[CH:20][C:3]=1[CH2:4][NH:5][C:6]([C:8]1[C:9]([O:16][CH:17]([CH3:19])[CH3:18])=[N:10][N:11]([CH2:13][CH2:14][O:15][C:29]2[C:28]([O:27][CH2:25][CH3:26])=[CH:33][CH:32]=[CH:31][C:30]=2[CH2:34][C:35]([OH:37])=[O:36])[CH:12]=1)=[O:7]. The catalyst class is: 7. (2) Reactant: [NH2:1][C:2]1[N:7]=[N:6][C:5]([CH2:8][CH2:9][CH2:10][CH2:11][N:12]2[CH:16]=[C:15]([C:17]([NH:19][CH3:20])=[O:18])[N:14]=[N:13]2)=[CH:4][CH:3]=1.N1C=CC=CC=1.[C:27](Cl)(=[O:35])[O:28][CH:29]1[CH2:34][CH2:33][CH2:32][CH2:31][CH2:30]1. Product: [CH:29]1([O:28][C:27](=[O:35])[NH:1][C:2]2[N:7]=[N:6][C:5]([CH2:8][CH2:9][CH2:10][CH2:11][N:12]3[CH:16]=[C:15]([C:17](=[O:18])[NH:19][CH3:20])[N:14]=[N:13]3)=[CH:4][CH:3]=2)[CH2:34][CH2:33][CH2:32][CH2:31][CH2:30]1. The catalyst class is: 1. (3) Reactant: [CH2:1]([OH:19])[CH2:2][CH2:3][CH2:4][CH2:5][CH2:6][CH2:7][CH2:8][CH2:9][CH2:10][CH2:11][CH2:12][CH2:13][CH2:14][CH2:15][CH2:16][CH2:17][CH3:18].[Cl:20][C:21](Cl)([O:23]C(=O)OC(Cl)(Cl)Cl)Cl.N1C=CC=CC=1. Product: [Cl:20][C:21]([O:19][CH2:1][CH2:2][CH2:3][CH2:4][CH2:5][CH2:6][CH2:7][CH2:8][CH2:9][CH2:10][CH2:11][CH2:12][CH2:13][CH2:14][CH2:15][CH2:16][CH2:17][CH3:18])=[O:23]. The catalyst class is: 2.